Dataset: Full USPTO retrosynthesis dataset with 1.9M reactions from patents (1976-2016). Task: Predict the reactants needed to synthesize the given product. (1) Given the product [ClH:18].[CH3:17][C:15]1[N:14]=[CH:13][N:12]([C:4]2[C:3](=[O:2])[NH:8][C:7]([C:9]([OH:11])=[O:10])=[CH:6][CH:5]=2)[CH:16]=1, predict the reactants needed to synthesize it. The reactants are: C[O:2][C:3]1[N:8]=[C:7]([C:9]([O-:11])=[O:10])[CH:6]=[CH:5][C:4]=1[N:12]1[CH:16]=[C:15]([CH3:17])[N:14]=[CH:13]1.[ClH:18]. (2) Given the product [C:34]1([CH3:44])[CH:39]=[CH:38][C:37]([S:40]([O:15][N:14]=[C:12]([CH2:11][O:10][CH2:9][CH2:8][CH2:7][CH2:6][CH2:5][O:4][C:3]2[C:2]([Cl:1])=[CH:19][C:18]([O:20][CH2:21][CH:22]=[C:23]([Cl:25])[Cl:24])=[CH:17][C:16]=2[Cl:26])[CH3:13])(=[O:42])=[O:41])=[CH:36][CH:35]=1, predict the reactants needed to synthesize it. The reactants are: [Cl:1][C:2]1[CH:19]=[C:18]([O:20][CH2:21][CH:22]=[C:23]([Cl:25])[Cl:24])[CH:17]=[C:16]([Cl:26])[C:3]=1[O:4][CH2:5][CH2:6][CH2:7][CH2:8][CH2:9][O:10][CH2:11][C:12](=[N:14][OH:15])[CH3:13].C(N(CC)CC)C.[C:34]1([CH3:44])[CH:39]=[CH:38][C:37]([S:40](Cl)(=[O:42])=[O:41])=[CH:36][CH:35]=1.Cl. (3) Given the product [F:30][C:25]1[CH:24]=[C:23]([CH:28]=[CH:27][C:26]=1[F:29])[CH2:22][NH:21][C:20]([C:18]1[CH:17]=[CH:16][C:15]([F:32])=[C:14]([NH:13][C:11]([C:8]2[N:5]3[CH:6]=[CH:7][C:2]([CH2:57][CH2:56][C:55]([O:54][CH2:52][CH3:53])=[O:59])=[CH:3][C:4]3=[N:10][CH:9]=2)=[O:12])[CH:19]=1)=[O:31], predict the reactants needed to synthesize it. The reactants are: Br[C:2]1[CH:7]=[CH:6][N:5]2[C:8]([C:11]([NH:13][C:14]3[CH:19]=[C:18]([C:20](=[O:31])[NH:21][CH2:22][C:23]4[CH:28]=[CH:27][C:26]([F:29])=[C:25]([F:30])[CH:24]=4)[CH:17]=[CH:16][C:15]=3[F:32])=[O:12])=[CH:9][N:10]=[C:4]2[CH:3]=1.F[B-](F)(F)F.C([PH+](C(C)(C)C)C(C)(C)C)(C)(C)C.[Br-].[CH2:52]([O:54][C:55](=[O:59])[CH2:56][CH2:57][Zn+])[CH3:53]. (4) Given the product [Cl:16][C:5]1[C:6]([C:8]2[C:13]([CH3:14])=[CH:12][C:11]([CH3:15])=[CH:10][N:9]=2)=[CH:7][C:2]([N:25]2[CH2:26][CH2:27][N:22]3[CH:21]=[C:20]([CH2:28][N:29]4[CH2:30][CH2:31][O:32][CH2:33][CH2:34]4)[N:19]=[C:23]3[CH2:24]2)=[N:3][CH:4]=1, predict the reactants needed to synthesize it. The reactants are: Cl[C:2]1[CH:7]=[C:6]([C:8]2[C:13]([CH3:14])=[CH:12][C:11]([CH3:15])=[CH:10][N:9]=2)[C:5]([Cl:16])=[CH:4][N:3]=1.[F-].[Cs+].[N:19]1[C:20]([CH2:28][N:29]2[CH2:34][CH2:33][O:32][CH2:31][CH2:30]2)=[CH:21][N:22]2[CH2:27][CH2:26][NH:25][CH2:24][C:23]=12.C(OCC)(=O)C. (5) Given the product [F:3][C:4]1[CH:5]=[CH:6][C:7]([C:10]2[NH:14][C:13](/[CH:15]=[CH:16]/[C:17]3[CH:22]=[CH:21][C:20]([N:23]4[CH:27]=[C:26]([CH3:28])[N:25]=[CH:24]4)=[C:19]([O:29][CH3:30])[CH:18]=3)=[N:12][C:11]=2[C:31]([OH:33])=[O:32])=[CH:8][CH:9]=1, predict the reactants needed to synthesize it. The reactants are: [OH-].[Na+].[F:3][C:4]1[CH:9]=[CH:8][C:7]([C:10]2[NH:14][C:13](/[CH:15]=[CH:16]/[C:17]3[CH:22]=[CH:21][C:20]([N:23]4[CH:27]=[C:26]([CH3:28])[N:25]=[CH:24]4)=[C:19]([O:29][CH3:30])[CH:18]=3)=[N:12][C:11]=2[C:31]([O:33]C)=[O:32])=[CH:6][CH:5]=1.Cl. (6) Given the product [Cl:1][CH2:2][C:3]1([C:5]2[CH:10]=[C:9]([CH3:11])[CH:8]=[CH:7][C:6]=2[CH3:12])[O:16][CH2:15][C:14]([CH3:19])([CH3:17])[CH2:13][O:4]1, predict the reactants needed to synthesize it. The reactants are: [Cl:1][CH2:2][C:3]([C:5]1[CH:10]=[C:9]([CH3:11])[CH:8]=[CH:7][C:6]=1[CH3:12])=[O:4].[CH3:13][C:14]([CH3:19])([CH2:17]O)[CH2:15][OH:16].O.